This data is from Forward reaction prediction with 1.9M reactions from USPTO patents (1976-2016). The task is: Predict the product of the given reaction. (1) Given the reactants [OH:1][C:2]([CH3:23])([CH3:22])[CH2:3][O:4][C:5]1[CH:6]=[CH:7][C:8]([N+:19]([O-:21])=[O:20])=[C:9]([CH:18]=1)[C:10]([O:12]CC(O)(C)C)=[O:11].[OH-].[Na+].Cl, predict the reaction product. The product is: [OH:1][C:2]([CH3:23])([CH3:22])[CH2:3][O:4][C:5]1[CH:6]=[CH:7][C:8]([N+:19]([O-:21])=[O:20])=[C:9]([CH:18]=1)[C:10]([OH:12])=[O:11]. (2) Given the reactants [CH:1]1([CH2:7][C:8]2[N:9]=[N:10][N:11]([C@@H:13]3[C@H:17]4[O:18][CH2:19][C@H:20]([NH2:21])[C@H:16]4[O:15][CH2:14]3)[CH:12]=2)[CH2:6][CH2:5][CH2:4][CH2:3][CH2:2]1.[NH:22]1[CH:26]=[C:25]([C:27](O)=[O:28])[CH:24]=[N:23]1, predict the reaction product. The product is: [CH:1]1([CH2:7][C:8]2[N:9]=[N:10][N:11]([C@@H:13]3[C@H:17]4[O:18][CH2:19][C@H:20]([NH:21][C:27]([C:25]5[CH:26]=[N:22][NH:23][CH:24]=5)=[O:28])[C@H:16]4[O:15][CH2:14]3)[CH:12]=2)[CH2:2][CH2:3][CH2:4][CH2:5][CH2:6]1. (3) Given the reactants [CH2:1]([O:8][CH2:9][CH2:10][N:11]1[C:15]2[CH:16]=[CH:17][CH:18]=[CH:19][C:14]=2[N:13]=[CH:12]1)[C:2]1[CH:7]=[CH:6][CH:5]=[CH:4][CH:3]=1.C([Li])CCC.CN([CH:28]=[O:29])C.[NH4+].[Cl-], predict the reaction product. The product is: [CH2:1]([O:8][CH2:9][CH2:10][N:11]1[C:15]2[CH:16]=[CH:17][CH:18]=[CH:19][C:14]=2[N:13]=[C:12]1[CH:28]=[O:29])[C:2]1[CH:3]=[CH:4][CH:5]=[CH:6][CH:7]=1. (4) Given the reactants Cl[C:2]1[N:7]=[C:6]([NH:8][C:9]2[CH:13]=[C:12]([O:14][CH2:15][CH3:16])[NH:11][N:10]=2)[C:5]([N+:17]([O-:19])=[O:18])=[CH:4][CH:3]=1.Cl.[F:21][C:22]1[CH:23]=[CH:24][C:25]([C@@H:28]([NH2:30])[CH3:29])=[N:26][CH:27]=1.C(N(C(C)C)CC)(C)C, predict the reaction product. The product is: [CH2:15]([O:14][C:12]1[NH:11][N:10]=[C:9]([NH:8][C:6]2[C:5]([N+:17]([O-:19])=[O:18])=[CH:4][CH:3]=[C:2]([NH:30][C@H:28]([C:25]3[CH:24]=[CH:23][C:22]([F:21])=[CH:27][N:26]=3)[CH3:29])[N:7]=2)[CH:13]=1)[CH3:16]. (5) Given the reactants S(O)(O)(=O)=O.[NH2:6][NH2:7].[Cl:8][C:9]1[C:10](=O)[O:11][CH:12](O)[C:13]=1[Cl:14].C([O-])(=O)C.[Na+], predict the reaction product. The product is: [Cl:8][C:9]1[C:10](=[O:11])[NH:6][N:7]=[CH:12][C:13]=1[Cl:14]. (6) Given the reactants [CH3:1][N:2]1[CH2:21][CH2:20][C:5]2[N:6]([CH2:14][C:15]([O:17]CC)=[O:16])[C:7]3[CH:8]=[CH:9][C:10]([CH3:13])=[CH:11][C:12]=3[C:4]=2[CH2:3]1.[OH-].[Na+].Cl, predict the reaction product. The product is: [CH3:1][N:2]1[CH2:21][CH2:20][C:5]2[N:6]([CH2:14][C:15]([OH:17])=[O:16])[C:7]3[CH:8]=[CH:9][C:10]([CH3:13])=[CH:11][C:12]=3[C:4]=2[CH2:3]1. (7) Given the reactants [CH2:1]([O:8][C:9]([N:11]1[CH2:15][CH2:14][CH:13]([C:16]([OH:18])=O)[CH2:12]1)=[O:10])[C:2]1[CH:7]=[CH:6][CH:5]=[CH:4][CH:3]=1.[CH2:19]([NH:21][CH2:22][CH3:23])[CH3:20].C(Cl)CCl.C1C=CC2N(O)N=NC=2C=1, predict the reaction product. The product is: [CH2:19]([N:21]([CH2:22][CH3:23])[C:16]([CH:13]1[CH2:14][CH2:15][N:11]([C:9]([O:8][CH2:1][C:2]2[CH:3]=[CH:4][CH:5]=[CH:6][CH:7]=2)=[O:10])[CH2:12]1)=[O:18])[CH3:20]. (8) Given the reactants Br[C:2]1[CH:3]=[C:4]([N:8]2[CH:12]([C:13]3[CH:18]=[CH:17][CH:16]=[CH:15][C:14]=3[Cl:19])[CH2:11][C:10]([C:20]([C:26]([F:29])([F:28])[F:27])([C:22]([F:25])([F:24])[F:23])[OH:21])=[N:9]2)[CH:5]=[CH:6][CH:7]=1.[CH3:30][S:31][C:32]1[CH:33]=[C:34](B(O)O)[CH:35]=[CH:36][CH:37]=1.C(=O)([O-])[O-].[Na+].[Na+].COCCOC, predict the reaction product. The product is: [Cl:19][C:14]1[CH:15]=[CH:16][CH:17]=[CH:18][C:13]=1[CH:12]1[N:8]([C:4]2[CH:3]=[C:2]([C:36]3[CH:35]=[CH:34][CH:33]=[C:32]([S:31][CH3:30])[CH:37]=3)[CH:7]=[CH:6][CH:5]=2)[N:9]=[C:10]([C:20]([C:26]([F:27])([F:29])[F:28])([C:22]([F:24])([F:25])[F:23])[OH:21])[CH2:11]1. (9) Given the reactants [C:1]1([C:7]23[CH2:18][CH:11]4[CH2:12][C:13](C(O)=O)([CH2:14]2)[CH:9]([CH2:10]4)[CH2:8]3)[CH:6]=[CH:5][CH:4]=[CH:3][CH:2]=1.C([N:21]([CH2:24]C)CC)C.C1(P(N=[N+]=[N-])(C2C=CC=CC=2)=[O:33])C=CC=CC=1.[C:43]([OH:47])([CH3:46])([CH3:45])[CH3:44], predict the reaction product. The product is: [C:43]([O:47][C:24](=[O:33])[NH:21][C:13]12[CH2:12][CH:11]3[CH2:18][C:7]([C:1]4[CH:6]=[CH:5][CH:4]=[CH:3][CH:2]=4)([CH2:8][CH:9]1[CH2:10]3)[CH2:14]2)([CH3:46])([CH3:45])[CH3:44]. (10) Given the reactants [O:1]1[CH2:6][CH2:5][CH2:4][CH2:3][CH:2]1[N:7]1[CH:11]=[C:10]([C:12]2[CH:13]=[C:14]3[C:19](=[CH:20][CH:21]=2)[N:18]([CH2:22][CH:23]2[CH2:28][CH2:27][N:26](C(OCC4C=CC=CC=4)=O)[CH2:25][CH2:24]2)[CH2:17][CH2:16][CH2:15]3)[CH:9]=[N:8]1.CO.ClCCl, predict the reaction product. The product is: [NH:26]1[CH2:27][CH2:28][CH:23]([CH2:22][N:18]2[C:19]3[C:14](=[CH:13][C:12]([C:10]4[CH:9]=[N:8][N:7]([CH:2]5[CH2:3][CH2:4][CH2:5][CH2:6][O:1]5)[CH:11]=4)=[CH:21][CH:20]=3)[CH2:15][CH2:16][CH2:17]2)[CH2:24][CH2:25]1.